This data is from NCI-60 drug combinations with 297,098 pairs across 59 cell lines. The task is: Regression. Given two drug SMILES strings and cell line genomic features, predict the synergy score measuring deviation from expected non-interaction effect. (1) Drug 1: CCC1=CC2CC(C3=C(CN(C2)C1)C4=CC=CC=C4N3)(C5=C(C=C6C(=C5)C78CCN9C7C(C=CC9)(C(C(C8N6C)(C(=O)OC)O)OC(=O)C)CC)OC)C(=O)OC.C(C(C(=O)O)O)(C(=O)O)O. Drug 2: CC1=CC=C(C=C1)C2=CC(=NN2C3=CC=C(C=C3)S(=O)(=O)N)C(F)(F)F. Cell line: MCF7. Synergy scores: CSS=38.9, Synergy_ZIP=6.20, Synergy_Bliss=5.89, Synergy_Loewe=-14.5, Synergy_HSA=7.56. (2) Drug 1: C(CC(=O)O)C(=O)CN.Cl. Drug 2: C(CN)CNCCSP(=O)(O)O. Cell line: BT-549. Synergy scores: CSS=1.64, Synergy_ZIP=-2.02, Synergy_Bliss=-2.21, Synergy_Loewe=-0.725, Synergy_HSA=-0.597.